Dataset: Full USPTO retrosynthesis dataset with 1.9M reactions from patents (1976-2016). Task: Predict the reactants needed to synthesize the given product. (1) Given the product [F:1][C:2]1[CH:3]=[C:4]([CH:5]=[CH:6][C:7]=1[O:8][C:9]1[CH:14]=[CH:13][CH:12]=[C:11]([C:15]([F:16])([F:17])[F:18])[N:10]=1)[CH2:19][O:20][C:22]1[CH:32]=[C:26]2[N:27]([CH3:31])[CH2:28][CH2:29][CH2:30][N:25]2[C:24](=[O:33])[N:23]=1, predict the reactants needed to synthesize it. The reactants are: [F:1][C:2]1[CH:3]=[C:4]([CH2:19][OH:20])[CH:5]=[CH:6][C:7]=1[O:8][C:9]1[CH:14]=[CH:13][CH:12]=[C:11]([C:15]([F:18])([F:17])[F:16])[N:10]=1.Cl[C:22]1[CH:32]=[C:26]2[N:27]([CH3:31])[CH2:28][CH2:29][CH2:30][N:25]2[C:24](=[O:33])[N:23]=1. (2) Given the product [C:7]([O:12][CH:6]1[CH2:5][CH2:4][CH2:3][CH2:2][O:1]1)(=[O:11])[C:8]([CH3:10])=[CH2:9], predict the reactants needed to synthesize it. The reactants are: [O:1]1[CH:6]=[CH:5][CH2:4][CH2:3][CH2:2]1.[C:7]([OH:12])(=[O:11])[C:8]([CH3:10])=[CH2:9]. (3) Given the product [OH:24][CH2:23][CH:18]1[O:19][CH2:20][CH2:21][N:16]([CH3:15])[C:17]1=[O:22], predict the reactants needed to synthesize it. The reactants are: CCN(C(C)C)C(C)C.[Li]CCCC.[CH3:15][N:16]1[CH2:21][CH2:20][O:19][CH2:18][C:17]1=[O:22].[CH2:23]=[O:24].